This data is from Full USPTO retrosynthesis dataset with 1.9M reactions from patents (1976-2016). The task is: Predict the reactants needed to synthesize the given product. Given the product [Br:1][C:2]1[N:3]=[C:4]([CH2:8][C:10]#[N:11])[CH:5]=[CH:6][CH:7]=1, predict the reactants needed to synthesize it. The reactants are: [Br:1][C:2]1[CH:7]=[CH:6][CH:5]=[C:4]([CH2:8]Br)[N:3]=1.[C-:10]#[N:11].[Na+].